Dataset: Forward reaction prediction with 1.9M reactions from USPTO patents (1976-2016). Task: Predict the product of the given reaction. Given the reactants Cl[C:2]1[CH:3]=[CH:4][C:5]2[N:6]([C:8]([C:11]3[S:19][C:14]4=[CH:15][N:16]=[CH:17][CH:18]=[C:13]4[CH:12]=3)=[CH:9][N:10]=2)[N:7]=1.CC1(C)C2C(=C(P(C3C=CC=CC=3)C3C=CC=CC=3)C=CC=2)OC2C(P(C3C=CC=CC=3)C3C=CC=CC=3)=CC=CC1=2.C(=O)([O-])[O-].[K+].[K+].[CH3:68][O:69][C:70]1[CH:71]=[C:72]([CH:74]=[CH:75][C:76]=1[O:77][CH3:78])[NH2:73], predict the reaction product. The product is: [CH3:68][O:69][C:70]1[CH:71]=[C:72]([NH:73][C:2]2[CH:3]=[CH:4][C:5]3[N:6]([C:8]([C:11]4[S:19][C:14]5=[CH:15][N:16]=[CH:17][CH:18]=[C:13]5[CH:12]=4)=[CH:9][N:10]=3)[N:7]=2)[CH:74]=[CH:75][C:76]=1[O:77][CH3:78].